Dataset: Reaction yield outcomes from USPTO patents with 853,638 reactions. Task: Predict the reaction yield, written as a fraction of the theoretical maximum amount of product (1.0 means a 100% yield; for example, 0.34 means a 34% yield). (1) The reactants are Cl.F[C:3]1C=C(C=CC=1)CN1C=C(C2C3C(=NC=C(C4C=CC(C5CCNCC5)=CC=4)C=3)N(S(C3C=CC(C)=CC=3)(=O)=O)C=2)C=N1.[F:46][C:47]1[CH:48]=[C:49]([C:59]2[CH:60]=[C:61]3[C:67]([C:68]4[CH:69]=[N:70][N:71]([CH2:73][C:74]5[CH:79]=[CH:78][CH:77]=[C:76]([F:80])[CH:75]=5)[CH:72]=4)=[CH:66][N:65]([S:81]([C:84]4[CH:90]=[CH:89][C:87]([CH3:88])=[CH:86][CH:85]=4)(=[O:83])=[O:82])[C:62]3=[N:63][CH:64]=2)[CH:50]=[CH:51][C:52]=1[CH:53]1[CH2:58][CH2:57][NH:56][CH2:55][CH2:54]1.[OH-].[Li+]. The catalyst is C1COCC1.CO.O. The product is [F:46][C:47]1[CH:48]=[C:49]([C:59]2[CH:60]=[C:61]3[C:67]([C:68]4[CH:69]=[N:70][N:71]([CH2:73][C:74]5[CH:79]=[CH:78][CH:77]=[C:76]([F:80])[CH:75]=5)[CH:72]=4)=[CH:66][N:65]([S:81]([C:84]4[CH:85]=[CH:86][C:87]([CH3:88])=[CH:89][CH:90]=4)(=[O:83])=[O:82])[C:62]3=[N:63][CH:64]=2)[CH:50]=[CH:51][C:52]=1[CH:53]1[CH2:54][CH2:55][N:56]([CH3:3])[CH2:57][CH2:58]1. The yield is 0.207. (2) The reactants are Cl.CN.[C:4]([BH3-])#[N:5].[Na+].[Br:8][C:9]1[CH:10]=[C:11]([CH:14]=O)[S:12][CH:13]=1.[OH-].[Na+]. The catalyst is CO. The product is [Br:8][C:9]1[CH:10]=[C:11]([CH2:14][NH:5][CH3:4])[S:12][CH:13]=1. The yield is 0.440. (3) The reactants are [CH3:1][O:2][CH2:3][CH2:4][O:5][C:6]1[CH:11]=[C:10]([C:12]([O:14]C)=[O:13])[CH:9]=[CH:8][N:7]=1.[OH-].[Na+]. The catalyst is O1CCOCC1. The product is [CH3:1][O:2][CH2:3][CH2:4][O:5][C:6]1[CH:11]=[C:10]([C:12]([OH:14])=[O:13])[CH:9]=[CH:8][N:7]=1. The yield is 0.870. (4) The reactants are [N:1]1[C:5]2[CH:6]=[CH:7][CH:8]=[CH:9][C:4]=2[NH:3][CH:2]=1.Br[CH2:11][CH:12]([OH:15])[CH2:13][OH:14].C(=O)([O-])[O-].[K+].[K+]. The catalyst is C(#N)C. The product is [N:1]1([CH:13]([OH:14])[CH:12]([OH:15])[CH3:11])[C:5]2[CH:6]=[CH:7][CH:8]=[CH:9][C:4]=2[N:3]=[CH:2]1. The yield is 0.690.